This data is from Full USPTO retrosynthesis dataset with 1.9M reactions from patents (1976-2016). The task is: Predict the reactants needed to synthesize the given product. (1) Given the product [OH:6][CH:5]([CH2:4][OH:3])[CH2:7][NH:8][S:9]([C:12]1[S:16][C:15]([C:17]2[S:21][C:20]([NH:22][C:23](=[O:25])[CH3:24])=[N:19][C:18]=2[CH3:26])=[CH:14][CH:13]=1)(=[O:11])=[O:10], predict the reactants needed to synthesize it. The reactants are: CC1(C)[O:6][CH:5]([CH2:7][NH:8][S:9]([C:12]2[S:16][C:15]([C:17]3[S:21][C:20]([NH:22][C:23](=[O:25])[CH3:24])=[N:19][C:18]=3[CH3:26])=[CH:14][CH:13]=2)(=[O:11])=[O:10])[CH2:4][O:3]1.FC(F)(F)C(O)=O. (2) Given the product [CH2:1]([O:8][C:9]1[CH:10]=[CH:11][C:12]2[CH:18]([CH2:19][C:20]([OH:22])=[O:21])[C:17](=[CH2:25])[CH2:16][CH2:15][O:14][C:13]=2[CH:26]=1)[C:2]1[CH:3]=[CH:4][CH:5]=[CH:6][CH:7]=1, predict the reactants needed to synthesize it. The reactants are: [CH2:1]([O:8][C:9]1[CH:10]=[CH:11][C:12]2[CH:18]([CH2:19][C:20]([O:22]CC)=[O:21])[C:17](=[CH2:25])[CH2:16][CH2:15][O:14][C:13]=2[CH:26]=1)[C:2]1[CH:7]=[CH:6][CH:5]=[CH:4][CH:3]=1.[Li+].[OH-].CO. (3) The reactants are: [F:1][C:2]1[C:10]([F:11])=[C:9]([F:12])[CH:8]=[CH:7][C:3]=1[C:4](O)=[O:5].N1C=CC=CC=1.C(Cl)(=O)C([Cl:22])=O. Given the product [F:1][C:2]1[C:10]([F:11])=[C:9]([F:12])[CH:8]=[CH:7][C:3]=1[C:4]([Cl:22])=[O:5], predict the reactants needed to synthesize it. (4) Given the product [O:10]=[C:2]1[NH:3][C:4]2=[N:5][CH:6]=[CH:7][CH:8]=[C:9]2[O:1]1.[CH3:19][CH2:18][CH:17]([C:2]([NH2:3])=[O:1])[CH2:16][CH2:15][CH3:14], predict the reactants needed to synthesize it. The reactants are: [O:1]1[C:9]2[C:4](=[N:5][CH:6]=[CH:7][CH:8]=2)[NH:3][C:2]1=[O:10].N([CH2:14][CH2:15][CH2:16][CH2:17][CH2:18][CH3:19])=C=O. (5) Given the product [CH3:16][S:17]([OH:20])(=[O:19])=[O:18].[Cl:1][C:2]1[CH:3]=[C:4]([N:9]2[CH2:15][C@@H:14]3[C@@H:11]([CH2:12][NH:13]3)[CH2:10]2)[CH:5]=[N:6][C:7]=1[Cl:8], predict the reactants needed to synthesize it. The reactants are: [Cl:1][C:2]1[CH:3]=[C:4]([N:9]2[CH2:15][CH:14]3[CH:11]([CH2:12][NH:13]3)[CH2:10]2)[CH:5]=[N:6][C:7]=1[Cl:8].[CH3:16][S:17]([OH:20])(=[O:19])=[O:18].O.N. (6) Given the product [Br:1][C:2]1[C:8]([F:9])=[C:7]([O:10][C:11]([F:13])([F:12])[F:14])[CH:6]=[CH:5][C:3]=1[NH2:4], predict the reactants needed to synthesize it. The reactants are: [Br:1][C:2]1[C:8]([F:9])=[C:7]([O:10][C:11]([F:14])([F:13])[F:12])[CH:6]=[C:5](Br)[C:3]=1[NH2:4].O.O.[Sn](Cl)Cl.C(O)(=O)C.Cl. (7) Given the product [C:1]([O:5][C:6]([N:8]1[CH2:13][CH2:12][CH:11]([CH:14]2[O:23][C:17]3=[CH:18][N:19]=[C:20]([C:27]4[CH:28]=[CH:29][C:30]([S:31]([CH3:34])(=[O:32])=[O:33])=[C:25]([F:24])[CH:26]=4)[CH:21]=[C:16]3[CH2:15]2)[CH2:10][CH2:9]1)=[O:7])([CH3:4])([CH3:3])[CH3:2], predict the reactants needed to synthesize it. The reactants are: [C:1]([O:5][C:6]([N:8]1[CH2:13][CH2:12][CH:11]([CH:14]2[O:23][C:17]3=[CH:18][N:19]=[C:20](Cl)[CH:21]=[C:16]3[CH2:15]2)[CH2:10][CH2:9]1)=[O:7])([CH3:4])([CH3:3])[CH3:2].[F:24][C:25]1[CH:26]=[C:27](B(O)O)[CH:28]=[CH:29][C:30]=1[S:31]([CH3:34])(=[O:33])=[O:32].